From a dataset of Forward reaction prediction with 1.9M reactions from USPTO patents (1976-2016). Predict the product of the given reaction. (1) Given the reactants Br[C:2]1[CH:3]=[CH:4][C:5]2[C:6]3[CH2:15][N:14]([C:16]([O:18][C:19]([CH3:22])([CH3:21])[CH3:20])=[O:17])[CH2:13][CH2:12][C:7]=3[N:8]([CH3:11])[C:9]=2[CH:10]=1.[CH2:23]([O:30][C:31]1[CH:36]=[CH:35][NH:34][C:33](=[O:37])[CH:32]=1)[C:24]1[CH:29]=[CH:28][CH:27]=[CH:26][CH:25]=1.C([O-])([O-])=O.[K+].[K+].OC1C=CC=C2C=1N=CC=C2.N#N, predict the reaction product. The product is: [CH2:23]([O:30][C:31]1[CH:36]=[CH:35][N:34]([C:2]2[CH:3]=[CH:4][C:5]3[C:6]4[CH2:15][N:14]([C:16]([O:18][C:19]([CH3:22])([CH3:21])[CH3:20])=[O:17])[CH2:13][CH2:12][C:7]=4[N:8]([CH3:11])[C:9]=3[CH:10]=2)[C:33](=[O:37])[CH:32]=1)[C:24]1[CH:25]=[CH:26][CH:27]=[CH:28][CH:29]=1. (2) The product is: [F:33][C:34]([F:45])([F:44])[C:35]1[O:1][N:2]=[C:3]([C:5]2[CH:10]=[CH:9][C:8]([CH2:11][N:12]3[C:20]4[C:15](=[CH:16][CH:17]=[CH:18][CH:19]=4)[C:14]4([CH2:24][O:23][C:22]5[CH:25]=[C:26]6[C:30](=[CH:31][C:21]4=5)[CH2:29][CH2:28][O:27]6)[C:13]3=[O:32])=[CH:7][CH:6]=2)[N:4]=1. Given the reactants [OH:1][N:2]=[C:3]([C:5]1[CH:10]=[CH:9][C:8]([CH2:11][N:12]2[C:20]3[C:15](=[CH:16][CH:17]=[CH:18][CH:19]=3)[C:14]3([CH2:24][O:23][C:22]4[CH:25]=[C:26]5[C:30](=[CH:31][C:21]3=4)[CH2:29][CH2:28][O:27]5)[C:13]2=[O:32])=[CH:7][CH:6]=1)[NH2:4].[F:33][C:34]([F:45])([F:44])[C:35](O[C:35](=O)[C:34]([F:45])([F:44])[F:33])=O, predict the reaction product. (3) Given the reactants [Cl:1][C:2]1[CH:3]=[C:4]([OH:10])[CH:5]=[C:6]([C:8]#[N:9])[CH:7]=1.[Cl:11][C:12]1[C:13]([F:20])=[N:14][C:15](F)=[C:16]([F:18])[CH:17]=1.C(=O)([O-])[O-].[K+].[K+].O, predict the reaction product. The product is: [Cl:1][C:2]1[CH:7]=[C:6]([CH:5]=[C:4]([O:10][C:15]2[C:16]([F:18])=[CH:17][C:12]([Cl:11])=[C:13]([F:20])[N:14]=2)[CH:3]=1)[C:8]#[N:9].